From a dataset of Full USPTO retrosynthesis dataset with 1.9M reactions from patents (1976-2016). Predict the reactants needed to synthesize the given product. (1) Given the product [ClH:4].[NH2:6][CH2:7][CH2:8][CH2:9][CH2:10][C:11]([O:13][CH3:1])=[O:12], predict the reactants needed to synthesize it. The reactants are: [C:1]([Cl:4])(=O)C.Cl.[NH2:6][CH2:7][CH2:8][CH2:9][CH2:10][C:11]([OH:13])=[O:12]. (2) Given the product [CH2:1]([N:8]1[CH:12]=[C:11]([C:13]2[CH:14]=[C:15]([OH:21])[C:16](=[O:20])[N:17]([CH3:19])[CH:18]=2)[N:10]=[N:9]1)[C:2]1[CH:7]=[CH:6][CH:5]=[CH:4][CH:3]=1, predict the reactants needed to synthesize it. The reactants are: [CH2:1]([N:8]1[CH:12]=[C:11]([C:13]2[CH:14]=[C:15]([O:21]COCC[Si](C)(C)C)[C:16](=[O:20])[N:17]([CH3:19])[CH:18]=2)[N:10]=[N:9]1)[C:2]1[CH:7]=[CH:6][CH:5]=[CH:4][CH:3]=1.F[B-](F)(F)F.[Li+].C(#N)C.